Dataset: Catalyst prediction with 721,799 reactions and 888 catalyst types from USPTO. Task: Predict which catalyst facilitates the given reaction. (1) Reactant: [CH3:1][C:2]([C:4]1[CH:15]=[CH:14][C:7]2[N:8]([CH2:12][CH3:13])[C:9]([CH3:11])=[N:10][C:6]=2[CH:5]=1)=[O:3].[CH:16]([CH:18]1[CH2:23][CH2:22][N:21]([CH2:24][C:25]2[CH:30]=[CH:29][CH:28]=[CH:27][CH:26]=2)[CH2:20][CH2:19]1)=O.C[Si]([N-][Si](C)(C)C)(C)C.[Li+].Cl. The catalyst class is: 30. Product: [CH2:12]([N:8]1[C:7]2[CH:14]=[CH:15][C:4]([C:2](=[O:3])[CH:1]=[CH:16][CH:18]3[CH2:19][CH2:20][N:21]([CH2:24][C:25]4[CH:30]=[CH:29][CH:28]=[CH:27][CH:26]=4)[CH2:22][CH2:23]3)=[CH:5][C:6]=2[N:10]=[C:9]1[CH3:11])[CH3:13]. (2) Reactant: [OH:1][C:2]1[CH:11]=[C:10]2[C:5]([C:6]([O:12][C:13]3[CH:14]=[CH:15][C:16]([N:19]([C:28]4[CH:33]=[CH:32][CH:31]=[CH:30][CH:29]=4)[C:20]([C:22]4([C:25]([NH2:27])=[O:26])[CH2:24][CH2:23]4)=[O:21])=[N:17][CH:18]=3)=[CH:7][CH:8]=[N:9]2)=[CH:4][CH:3]=1.CS(O[CH2:39][CH2:40][CH2:41][C:42]1([OH:45])[CH2:44][CH2:43]1)(=O)=O.C([O-])([O-])=O.[Cs+].[Cs+]. Product: [OH:45][C:42]1([CH2:41][CH2:40][CH2:39][O:1][C:2]2[CH:11]=[C:10]3[C:5]([C:6]([O:12][C:13]4[CH:14]=[CH:15][C:16]([N:19]([C:28]5[CH:29]=[CH:30][CH:31]=[CH:32][CH:33]=5)[C:20]([C:22]5([C:25]([NH2:27])=[O:26])[CH2:24][CH2:23]5)=[O:21])=[N:17][CH:18]=4)=[CH:7][CH:8]=[N:9]3)=[CH:4][CH:3]=2)[CH2:44][CH2:43]1. The catalyst class is: 44. (3) Reactant: [F:1][C:2]1[CH:30]=[CH:29][C:5]([CH2:6][C:7]2[NH:8][C:9]([C:22]3[CH:27]=[CH:26][CH:25]=[C:24]([CH3:28])[N:23]=3)=[C:10]([C:12]3[CH:13]=[C:14]4[C:19](=[CH:20][CH:21]=3)[N:18]=[CH:17][CH:16]=[N:15]4)[N:11]=2)=[CH:4][C:3]=1[N+:31]([O-])=O.O.NN. Product: [F:1][C:2]1[CH:30]=[CH:29][C:5]([CH2:6][C:7]2[NH:8][C:9]([C:22]3[CH:27]=[CH:26][CH:25]=[C:24]([CH3:28])[N:23]=3)=[C:10]([C:12]3[CH:13]=[C:14]4[C:19](=[CH:20][CH:21]=3)[N:18]=[CH:17][CH:16]=[N:15]4)[N:11]=2)=[CH:4][C:3]=1[NH2:31]. The catalyst class is: 94. (4) The catalyst class is: 33. Reactant: [NH2:1][C@@H:2]([C@H:8]([OH:12])[CH:9]([CH3:11])[CH3:10])[C:3]([O:5]CC)=[O:4]. Product: [NH2:1][C@@H:2]([C@H:8]([OH:12])[CH:9]([CH3:11])[CH3:10])[C:3]([OH:5])=[O:4]. (5) Reactant: COC(=O)[C:4]1[C:9]([CH3:10])=[CH:8][CH:7]=[CH:6][C:5]=1[N:11]([CH2:18][CH2:19][CH2:20][C:21]([O:23]CC)=O)[C:12]([O:14][CH:15]([CH3:17])[CH3:16])=[O:13].CC(C)([O-])C.[K+].Cl.[Cl-].[Li+]. Product: [CH:15]([O:14][C:12]([N:11]1[CH2:18][CH2:19][CH2:20][C:21](=[O:23])[C:4]2[C:9]([CH3:10])=[CH:8][CH:7]=[CH:6][C:5]1=2)=[O:13])([CH3:16])[CH3:17]. The catalyst class is: 220.